This data is from Forward reaction prediction with 1.9M reactions from USPTO patents (1976-2016). The task is: Predict the product of the given reaction. (1) Given the reactants [C:1]([C:6]1([CH:32]2[CH2:37][CH2:36][CH2:35][CH2:34][CH2:33]2)[CH2:11][CH2:10][N:9]([C:12](=[O:31])[C@H:13]([NH:23]C(=O)OC(C)(C)C)[CH2:14][C:15]2[CH:20]=[CH:19][C:18]([O:21][CH3:22])=[CH:17][CH:16]=2)[CH2:8][CH2:7]1)(=[O:5])[CH2:2][CH2:3][CH3:4].[OH-].[Na+], predict the reaction product. The product is: [NH2:23][C@H:13]([CH2:14][C:15]1[CH:16]=[CH:17][C:18]([O:21][CH3:22])=[CH:19][CH:20]=1)[C:12]([N:9]1[CH2:10][CH2:11][C:6]([C:1](=[O:5])[CH2:2][CH2:3][CH3:4])([CH:32]2[CH2:33][CH2:34][CH2:35][CH2:36][CH2:37]2)[CH2:7][CH2:8]1)=[O:31]. (2) Given the reactants [C:1]1(C)C=CC(S(O)(=O)=O)=CC=1.[OH:12][C:13]1[CH:14]=[C:15]([CH:19]=[CH:20][C:21]=1[I:22])[C:16]([OH:18])=[O:17].O, predict the reaction product. The product is: [OH:12][C:13]1[CH:14]=[C:15]([CH:19]=[CH:20][C:21]=1[I:22])[C:16]([O:18][CH3:1])=[O:17]. (3) Given the reactants I.[CH3:2][O:3][C:4]1[CH:5]=[CH:6][CH:7]=[C:8]2[C:13]=1[N:12]=[C:11](SC)[NH:10][CH:9]2[CH3:16].[NH3:17], predict the reaction product. The product is: [CH3:2][O:3][C:4]1[CH:5]=[CH:6][CH:7]=[C:8]2[C:13]=1[N:12]=[C:11]([NH2:17])[NH:10][CH:9]2[CH3:16]. (4) Given the reactants Cl.Cl[CH2:3][CH2:4][N:5]1[CH2:10][CH2:9][O:8][CH2:7][CH2:6]1.C(=O)([O-])[O-].[Cs+].[Cs+].[CH3:17][C:18]1[O:19][C:20]2[CH:26]=[C:25]([O:27][C:28]3[C:37]4[C:32](=[CH:33][C:34]([OH:38])=[CH:35][CH:36]=4)[N:31]=[CH:30][CH:29]=3)[CH:24]=[CH:23][C:21]=2[CH:22]=1, predict the reaction product. The product is: [CH3:17][C:18]1[O:19][C:20]2[CH:26]=[C:25]([O:27][C:28]3[C:37]4[C:32](=[CH:33][C:34]([O:38][CH2:3][CH2:4][N:5]5[CH2:10][CH2:9][O:8][CH2:7][CH2:6]5)=[CH:35][CH:36]=4)[N:31]=[CH:30][CH:29]=3)[CH:24]=[CH:23][C:21]=2[CH:22]=1. (5) Given the reactants [CH3:1][S:2]([CH3:5])(=[NH:4])=[O:3].[N+:6]([C:9]1[CH:14]=[CH:13][C:12]([N:15]=[C:16]=[O:17])=[CH:11][CH:10]=1)([O-:8])=[O:7], predict the reaction product. The product is: [CH3:1][S:2]([CH3:5])(=[N:4][C:16](=[O:17])[NH:15][C:12]1[CH:11]=[CH:10][C:9]([N+:6]([O-:8])=[O:7])=[CH:14][CH:13]=1)=[O:3].